Dataset: Forward reaction prediction with 1.9M reactions from USPTO patents (1976-2016). Task: Predict the product of the given reaction. (1) Given the reactants C(SCCCCCCCCC[CH:14]1[C:23]2[C:18](=[CH:19][C:20](OCOC)=[CH:21][CH:22]=2)[O:17][CH2:16][C:15]1(C1C=CC(OCOC)=CC=1)C)(=O)C.[OH-].[Na+].Cl.ClN1C(=O)CCC1=O.ClS(CCCCCCCCCC1C2C(=CC(OCOC)=CC=2)OCC1(C1C=CC(OCOC)=CC=1)C)(=O)=O.C(OC(=O)NCCCC(F)(F)C(F)(F)F)(C)(C)C.C(O)(C(F)(F)F)=O.C(N(CC)CC)C, predict the reaction product. The product is: [O:17]1[C:18]2[C:23](=[CH:22][CH:21]=[CH:20][CH:19]=2)[CH2:14][CH2:15][CH2:16]1. (2) Given the reactants Br[C:2]1[CH:3]=[C:4]2[C:9](=[C:10]([O:12]COCC[Si](C)(C)C)[CH:11]=1)[N:8]=[CH:7][N:6](COCC[Si](C)(C)C)[C:5]2=[O:29].[F:30][C:31]1[CH:36]=[CH:35][C:34]([OH:37])=[CH:33][CH:32]=1.C(=O)([O-])[O-].[Cs+].[Cs+].CC(C)(C(=O)CC(=O)C(C)(C)C)C.Cl, predict the reaction product. The product is: [F:30][C:31]1[CH:36]=[CH:35][C:34]([O:37][C:2]2[CH:3]=[C:4]3[C:9](=[C:10]([OH:12])[CH:11]=2)[N:8]=[CH:7][NH:6][C:5]3=[O:29])=[CH:33][CH:32]=1. (3) Given the reactants [F:1][C:2]1([F:52])[CH2:7][CH2:6][CH:5]([C:8]2[C:17]3[C@@H:16]([OH:18])[CH2:15][C:14]([CH3:20])([CH3:19])[CH2:13][C:12]=3[N:11]=[C:10]([CH:21]3[CH2:26][CH2:25][N:24]([C:27]4[N:32]=[CH:31][C:30]([O:33][CH2:34][CH2:35][C:36]([OH:39])([CH3:38])[CH3:37])=[CH:29][N:28]=4)[CH2:23][CH2:22]3)[C:9]=2[C@@H:40]([F:51])[C:41]2[CH:46]=[CH:45][C:44]([C:47]([F:50])([F:49])[F:48])=[CH:43][CH:42]=2)[CH2:4][CH2:3]1.C(OC(C)C)(=O)C.[CH3:60][S:61](O)(=[O:63])=[O:62], predict the reaction product. The product is: [CH3:60][S:61]([O:18][C@H:16]1[CH2:15][C:14]([CH3:19])([CH3:20])[CH2:13][C:12]2[N:11]=[C:10]([CH:21]3[CH2:22][CH2:23][N:24]([C:27]4[N:32]=[CH:31][C:30]([O:33][CH2:34][CH2:35][C:36]([OH:39])([CH3:37])[CH3:38])=[CH:29][N:28]=4)[CH2:25][CH2:26]3)[C:9]([C@@H:40]([F:51])[C:41]3[CH:46]=[CH:45][C:44]([C:47]([F:49])([F:48])[F:50])=[CH:43][CH:42]=3)=[C:8]([CH:5]3[CH2:4][CH2:3][C:2]([F:1])([F:52])[CH2:7][CH2:6]3)[C:17]1=2)(=[O:63])=[O:62]. (4) Given the reactants [Cl:1][C:2]1[CH:7]=[CH:6][C:5](/[CH:8]=[CH:9]/[C:10]([OH:12])=O)=[C:4]([CH2:13][N:14]2[N:18]=[N:17][C:16]([CH3:19])=[N:15]2)[CH:3]=1.[OH:20][C:21]1([CH2:27][N:28]2[CH:32]=[C:31]([C:33]([O:35][CH2:36][CH3:37])=[O:34])[CH:30]=[N:29]2)[CH2:26][CH2:25][NH:24][CH2:23][CH2:22]1.CCN(C(C)C)C(C)C.C(P1(=O)OP(CCC)(=O)OP(CCC)(=O)O1)CC, predict the reaction product. The product is: [Cl:1][C:2]1[CH:7]=[CH:6][C:5](/[CH:8]=[CH:9]/[C:10]([N:24]2[CH2:25][CH2:26][C:21]([CH2:27][N:28]3[CH:32]=[C:31]([C:33]([O:35][CH2:36][CH3:37])=[O:34])[CH:30]=[N:29]3)([OH:20])[CH2:22][CH2:23]2)=[O:12])=[C:4]([CH2:13][N:14]2[N:18]=[N:17][C:16]([CH3:19])=[N:15]2)[CH:3]=1. (5) The product is: [F:6][C:7]1[CH:15]=[CH:14][C:10]([C:11]([O:13][CH3:1])=[O:12])=[C:9]([OH:16])[CH:8]=1. Given the reactants [CH3:1]N(C=O)C.[F:6][C:7]1[CH:15]=[CH:14][C:10]([C:11]([OH:13])=[O:12])=[C:9]([OH:16])[CH:8]=1.C(=O)([O-])O.[K+].IC, predict the reaction product.